This data is from Forward reaction prediction with 1.9M reactions from USPTO patents (1976-2016). The task is: Predict the product of the given reaction. (1) Given the reactants [C:1]([C:4]1[CH:11]=[C:10]([Cl:12])[C:7]([C:8]#[N:9])=[C:6](I)[C:5]=1[O:14][CH2:15][CH3:16])(=[O:3])[CH3:2].[NH:17]1[CH2:21][CH2:20][CH2:19][CH2:18]1.C(=O)([O-])[O-].[Cs+].[Cs+], predict the reaction product. The product is: [C:1]([C:4]1[CH:11]=[C:10]([Cl:12])[C:7]([C:8]#[N:9])=[C:6]([N:17]2[CH2:21][CH2:20][CH2:19][CH2:18]2)[C:5]=1[O:14][CH2:15][CH3:16])(=[O:3])[CH3:2]. (2) Given the reactants Cl[C:2]1[CH:7]=[CH:6][C:5]([I:8])=[CH:4][N:3]=1.[O:9]([C:16]1[CH:21]=[CH:20][CH:19]=[CH:18][C:17]=1[CH2:22][OH:23])[C:10]1[CH:15]=[CH:14][CH:13]=[CH:12][CH:11]=1, predict the reaction product. The product is: [I:8][C:5]1[CH:6]=[CH:7][C:2]([O:23][CH2:22][C:17]2[CH:18]=[CH:19][CH:20]=[CH:21][C:16]=2[O:9][C:10]2[CH:15]=[CH:14][CH:13]=[CH:12][CH:11]=2)=[N:3][CH:4]=1. (3) The product is: [CH3:1][C:2]1[CH:3]=[CH:4][C:5]([S:9][C:10]2[CH:11]=[CH:12][CH:13]=[CH:14][C:15]=2[N:16]2[CH2:17][CH2:18][NH:19][CH2:20][CH2:21]2)=[C:6]([CH3:8])[CH:7]=1.[CH3:32][C:22]1[CH:27]=[CH:26][C:25]([S:28]([OH:31])(=[O:30])=[O:29])=[CH:24][CH:23]=1. Given the reactants [CH3:1][C:2]1[CH:3]=[CH:4][C:5]([S:9][C:10]2[CH:11]=[CH:12][CH:13]=[CH:14][C:15]=2[N:16]2[CH2:21][CH2:20][NH:19][CH2:18][CH2:17]2)=[C:6]([CH3:8])[CH:7]=1.[C:22]1([CH3:32])[CH:27]=[CH:26][C:25]([S:28]([OH:31])(=[O:30])=[O:29])=[CH:24][CH:23]=1, predict the reaction product.